Dataset: Reaction yield outcomes from USPTO patents with 853,638 reactions. Task: Predict the reaction yield, written as a fraction of the theoretical maximum amount of product (1.0 means a 100% yield; for example, 0.34 means a 34% yield). (1) The reactants are [CH3:1][C:2]1[CH:7]=[N:6][C:5]([CH3:8])=[CH:4][N:3]=1.C[N:10](C)C1C=CC=CC=1. No catalyst specified. The product is [CH3:8][C:5]1[C:4]([NH2:10])=[N:3][C:2]([CH3:1])=[CH:7][N:6]=1. The yield is 0.100. (2) The reactants are [Cl:1][C:2]1[C:11]2[C:6](=[CH:7][C:8]([CH3:12])=[CH:9][CH:10]=2)[N:5]=[C:4]([C:13]2[C:18]([O:19]C)=[CH:17][CH:16]=[CH:15][C:14]=2[F:21])[N:3]=1.B(Br)(Br)Br. The catalyst is C(Cl)Cl. The product is [Cl:1][C:2]1[C:11]2[C:6](=[CH:7][C:8]([CH3:12])=[CH:9][CH:10]=2)[N:5]=[C:4]([C:13]2[C:14]([F:21])=[CH:15][CH:16]=[CH:17][C:18]=2[OH:19])[N:3]=1. The yield is 0.660. (3) The reactants are [CH:1]1([C:4]2[CH:5]=[N:6][C:7]3[C:12]([C:13]=2[CH2:14][N:15]2[C:21](=[O:22])[C@@H:20]([NH:23][C:24](=[O:36])[C@@H:25]([N:27](C)[C:28](=O)OC(C)(C)C)[CH3:26])[C@H:19]([CH3:37])[N:18]([C:38]([CH:40]4[CH2:45][CH2:44][O:43][CH2:42][CH2:41]4)=[O:39])[C:17]4[CH:46]=[CH:47][CH:48]=[CH:49][C:16]2=4)=[CH:11][CH:10]=[CH:9][CH:8]=3)[CH2:3][CH2:2]1.[ClH:50]. The catalyst is O1CCOCC1.CCOCC. The product is [ClH:50].[CH:1]1([C:4]2[CH:5]=[N:6][C:7]3[C:12]([C:13]=2[CH2:14][N:15]2[C:21](=[O:22])[C@@H:20]([NH:23][C:24](=[O:36])[C@@H:25]([NH:27][CH3:28])[CH3:26])[C@H:19]([CH3:37])[N:18]([C:38]([CH:40]4[CH2:41][CH2:42][O:43][CH2:44][CH2:45]4)=[O:39])[C:17]4[CH:46]=[CH:47][CH:48]=[CH:49][C:16]2=4)=[CH:11][CH:10]=[CH:9][CH:8]=3)[CH2:2][CH2:3]1. The yield is 0.950. (4) The yield is 0.670. The product is [I:22][C:9]1[N:10]=[C:11]([C@H:12]2[CH2:13][CH2:14][C@H:15]([C:18]([O:20][CH3:21])=[O:19])[CH2:16][CH2:17]2)[N:4]2[C:5]=1[C:6](=[O:8])[NH:7][CH:2]=[N:3]2. The catalyst is C1COCC1.CN(C=O)C. The reactants are N[C:2]1[NH:7][C:6](=[O:8])[C:5]2=[C:9]([I:22])[N:10]=[C:11]([C@H:12]3[CH2:17][CH2:16][C@H:15]([C:18]([O:20][CH3:21])=[O:19])[CH2:14][CH2:13]3)[N:4]2[N:3]=1.N(OC(C)(C)C)=O. (5) The reactants are [NH2:1][C:2]1[CH:9]=[CH:8][CH:7]=[CH:6][C:3]=1[CH2:4]O.[BrH:10].[C:11]1([P:17]([C:24]2[CH:29]=[CH:28][CH:27]=[CH:26][CH:25]=2)[C:18]2[CH:23]=[CH:22][CH:21]=[CH:20][CH:19]=2)[CH:16]=[CH:15][CH:14]=[CH:13][CH:12]=1. The catalyst is C(#N)C. The product is [Br-:10].[C:24]1([P+:17]([C:11]2[CH:12]=[CH:13][CH:14]=[CH:15][CH:16]=2)([C:18]2[CH:23]=[CH:22][CH:21]=[CH:20][CH:19]=2)[CH2:4][C:3]2[CH:6]=[CH:7][CH:8]=[CH:9][C:2]=2[NH2:1])[CH:25]=[CH:26][CH:27]=[CH:28][CH:29]=1. The yield is 0.880. (6) The reactants are [OH:1][C:2]1[C:7]([NH:8][C:9](=[O:18])[O:10][CH2:11][C:12]2[CH:17]=[CH:16][CH:15]=[CH:14][CH:13]=2)=[CH:6][CH:5]=[CH:4][N:3]=1.C1C(=O)N([I:26])C(=O)C1. The catalyst is C(Cl)Cl. The product is [OH:1][C:2]1[C:7]([NH:8][C:9](=[O:18])[O:10][CH2:11][C:12]2[CH:13]=[CH:14][CH:15]=[CH:16][CH:17]=2)=[CH:6][C:5]([I:26])=[CH:4][N:3]=1. The yield is 0.650. (7) The yield is 0.980. The reactants are [I:1][C:2]1[CH:7]=[CH:6][C:5]([CH2:8][C:9]([OH:11])=[O:10])=[CH:4][CH:3]=1.Cl.[CH3:13]O. The product is [I:1][C:2]1[CH:3]=[CH:4][C:5]([CH2:8][C:9]([O:11][CH3:13])=[O:10])=[CH:6][CH:7]=1. The catalyst is O1CCOCC1. (8) The reactants are [C:1]1([C:7]2[NH:11][C:10]3[S:12][C:13]([C:15]([O:17][CH2:18][CH3:19])=[O:16])=[CH:14][C:9]=3[C:8]=2[C:20](OC(C)(C)C)=O)[CH:6]=[CH:5][CH:4]=[CH:3][CH:2]=1.C(OC(=O)C)(=O)C.[C:34]1(=O)[CH2:39][CH2:38]C[CH2:36][CH2:35]1.P(=O)(O)(O)O.C([SiH](CC)CC)C. The catalyst is C(O)(=O)C. The product is [CH:20]1([C:8]2[C:9]3[CH:14]=[C:13]([C:15]([O:17][CH2:18][CH3:19])=[O:16])[S:12][C:10]=3[NH:11][C:7]=2[C:1]2[CH:6]=[CH:5][CH:4]=[CH:3][CH:2]=2)[CH2:38][CH2:39][CH2:34][CH2:35][CH2:36]1. The yield is 0.580. (9) The reactants are C(OC(=O)[NH:7][C:8]1[CH:9]=[N:10][C:11]([S:38]([CH3:41])(=[O:40])=[O:39])=[CH:12][C:13]=1[C:14]#[C:15][CH2:16][C@@:17]([OH:37])([C:33]([F:36])([F:35])[F:34])[CH2:18][C:19]([C:22]1[CH:27]=[CH:26][C:25]([Cl:28])=[CH:24][C:23]=1[S:29]([CH3:32])(=[O:31])=[O:30])([CH3:21])[CH3:20])(C)(C)C.C1CCN2C(=NCCC2)CC1.[Cl-].[NH4+]. The catalyst is CO. The product is [Cl:28][C:25]1[CH:26]=[CH:27][C:22]([C:19]([CH3:21])([CH3:20])[CH2:18][C@:17]([CH2:16][C:15]2[NH:7][C:8]3=[CH:9][N:10]=[C:11]([S:38]([CH3:41])(=[O:40])=[O:39])[CH:12]=[C:13]3[CH:14]=2)([OH:37])[C:33]([F:36])([F:35])[F:34])=[C:23]([S:29]([CH3:32])(=[O:30])=[O:31])[CH:24]=1. The yield is 0.990. (10) The reactants are [N+:1]([C:4]1[CH:10]=[C:9](Cl)[CH:8]=[CH:7][C:5]=1N)([O-:3])=[O:2].[C:12]1([SH:18])[CH:17]=[CH:16][CH:15]=[CH:14][CH:13]=1.[Na].C[N:21](C=O)C. The catalyst is C(OCC)(=O)C. The product is [N+:1]([C:4]1[CH:10]=[C:9]([NH2:21])[CH:8]=[CH:7][C:5]=1[S:18][C:12]1[CH:17]=[CH:16][CH:15]=[CH:14][CH:13]=1)([O-:3])=[O:2]. The yield is 0.690.